Dataset: NCI-60 drug combinations with 297,098 pairs across 59 cell lines. Task: Regression. Given two drug SMILES strings and cell line genomic features, predict the synergy score measuring deviation from expected non-interaction effect. (1) Drug 1: C1C(C(OC1N2C=NC3=C(N=C(N=C32)Cl)N)CO)O. Drug 2: CCC1=C2CN3C(=CC4=C(C3=O)COC(=O)C4(CC)O)C2=NC5=C1C=C(C=C5)O. Cell line: UACC62. Synergy scores: CSS=67.8, Synergy_ZIP=-1.99, Synergy_Bliss=-3.56, Synergy_Loewe=-3.37, Synergy_HSA=-0.561. (2) Cell line: MDA-MB-231. Drug 2: C1=CC(=CC=C1C#N)C(C2=CC=C(C=C2)C#N)N3C=NC=N3. Synergy scores: CSS=6.48, Synergy_ZIP=-2.00, Synergy_Bliss=-1.10, Synergy_Loewe=-2.02, Synergy_HSA=-1.93. Drug 1: CS(=O)(=O)C1=CC(=C(C=C1)C(=O)NC2=CC(=C(C=C2)Cl)C3=CC=CC=N3)Cl. (3) Drug 1: C1=NC2=C(N1)C(=S)N=C(N2)N. Drug 2: CC1CCC2CC(C(=CC=CC=CC(CC(C(=O)C(C(C(=CC(C(=O)CC(OC(=O)C3CCCCN3C(=O)C(=O)C1(O2)O)C(C)CC4CCC(C(C4)OC)OCCO)C)C)O)OC)C)C)C)OC. Cell line: NCI/ADR-RES. Synergy scores: CSS=33.8, Synergy_ZIP=-6.77, Synergy_Bliss=-3.25, Synergy_Loewe=-0.157, Synergy_HSA=0.0126. (4) Drug 1: COC1=CC(=CC(=C1O)OC)C2C3C(COC3=O)C(C4=CC5=C(C=C24)OCO5)OC6C(C(C7C(O6)COC(O7)C8=CC=CS8)O)O. Drug 2: CN(C)C1=NC(=NC(=N1)N(C)C)N(C)C. Cell line: OVCAR-4. Synergy scores: CSS=5.36, Synergy_ZIP=0.285, Synergy_Bliss=4.78, Synergy_Loewe=-0.866, Synergy_HSA=1.54.